This data is from Forward reaction prediction with 1.9M reactions from USPTO patents (1976-2016). The task is: Predict the product of the given reaction. (1) Given the reactants C(O)(=O)C.C(O[BH-](OC(=O)C)OC(=O)C)(=O)C.[Na+].[NH2:19][CH:20]1[CH2:25][CH2:24][CH2:23][N:22]([C:26]2[CH:27]=[C:28]([CH:33]=[CH:34][CH:35]=2)[C:29]([O:31][CH3:32])=[O:30])[CH2:21]1.[Cl:36][C:37]1[CH:42]=[CH:41][C:40]([C:43]2[S:44][C:45]([CH:49]=O)=[C:46]([CH3:48])[N:47]=2)=[CH:39][CH:38]=1.C(=O)(O)[O-].[Na+], predict the reaction product. The product is: [Cl:36][C:37]1[CH:38]=[CH:39][C:40]([C:43]2[S:44][C:45]([CH2:49][NH:19][CH:20]3[CH2:25][CH2:24][CH2:23][N:22]([C:26]4[CH:27]=[C:28]([CH:33]=[CH:34][CH:35]=4)[C:29]([O:31][CH3:32])=[O:30])[CH2:21]3)=[C:46]([CH3:48])[N:47]=2)=[CH:41][CH:42]=1. (2) Given the reactants [Cl:1][C:2]1[CH:3]=[C:4]2[C:8](=[CH:9][CH:10]=1)[N:7]([S:11]([C:14]1[CH:19]=[CH:18][C:17]([O:20][CH3:21])=[CH:16][C:15]=1[O:22][C:23]([F:26])([F:25])[F:24])(=[O:13])=[O:12])[C:6](=[O:27])[C:5]2([N:39]1[CH2:48][C@H:47]([OH:49])[CH2:46][C@H:40]1[C:41]([N:43]([CH3:45])[CH3:44])=[O:42])[C:28]1[CH:33]=[C:32]([CH2:34][CH:35]=O)[CH:31]=[CH:30][C:29]=1[O:37][CH3:38].[CH2:50]([NH:52][CH2:53][CH3:54])[CH3:51], predict the reaction product. The product is: [Cl:1][C:2]1[CH:3]=[C:4]2[C:8](=[CH:9][CH:10]=1)[N:7]([S:11]([C:14]1[CH:19]=[CH:18][C:17]([O:20][CH3:21])=[CH:16][C:15]=1[O:22][C:23]([F:24])([F:26])[F:25])(=[O:12])=[O:13])[C:6](=[O:27])[C:5]2([N:39]1[CH2:48][C@H:47]([OH:49])[CH2:46][C@H:40]1[C:41]([N:43]([CH3:44])[CH3:45])=[O:42])[C:28]1[CH:33]=[C:32]([CH2:34][CH2:35][N:52]([CH2:53][CH3:54])[CH2:50][CH3:51])[CH:31]=[CH:30][C:29]=1[O:37][CH3:38]. (3) The product is: [CH3:30][CH:29]([CH3:31])[CH2:28][C@H:25]([NH:24][C:22](=[O:23])[O:21][C:17]([CH3:20])([CH3:19])[CH3:18])[CH2:26][O:27][C:2]1[CH:3]=[CH:4][C:5]2[C:15]3[C:10](=[C:11]([CH3:16])[N:12]=[CH:13][CH:14]=3)[CH2:9][O:8][C:6]=2[CH:7]=1. Given the reactants Cl[C:2]1[CH:3]=[CH:4][C:5]2[C:15]3[C:10](=[C:11]([CH3:16])[N:12]=[CH:13][CH:14]=3)[CH2:9][O:8][C:6]=2[CH:7]=1.[C:17]([O:21][C:22]([NH:24][C@@H:25]([CH2:28][CH:29]([CH3:31])[CH3:30])[CH2:26][OH:27])=[O:23])([CH3:20])([CH3:19])[CH3:18].C([O-])([O-])=O.[Cs+].[Cs+], predict the reaction product. (4) Given the reactants [C:1]([O:9][C@@H:10]1[C@@H:33]([O:34][C:35](=[O:42])[C:36]2[CH:41]=[CH:40][CH:39]=[CH:38][CH:37]=2)[C@H:32]([O:43][C:44](=[O:51])[C:45]2[CH:50]=[CH:49][CH:48]=[CH:47][CH:46]=2)[C@@H:31]([C@@H:52]([CH3:62])[O:53][C:54](=[O:61])[C:55]2[CH:60]=[CH:59][CH:58]=[CH:57][CH:56]=2)[O:30][C@H:11]1[O:12][C:13]1[CH:18]=[C:17]([CH:19]=[O:20])[CH:16]=[CH:15][C:14]=1[CH2:21][C:22]1[CH:27]=[CH:26][C:25]([O:28][CH3:29])=[CH:24][CH:23]=1)(=[O:8])[C:2]1[CH:7]=[CH:6][CH:5]=[CH:4][CH:3]=1.[CH3:63][Mg]Br.[Cl-].[NH4+].C(OCC)(=O)C, predict the reaction product. The product is: [C:1]([O:9][C@@H:10]1[C@@H:33]([O:34][C:35](=[O:42])[C:36]2[CH:41]=[CH:40][CH:39]=[CH:38][CH:37]=2)[C@H:32]([O:43][C:44](=[O:51])[C:45]2[CH:46]=[CH:47][CH:48]=[CH:49][CH:50]=2)[C@@H:31]([C@@H:52]([CH3:62])[O:53][C:54](=[O:61])[C:55]2[CH:60]=[CH:59][CH:58]=[CH:57][CH:56]=2)[O:30][C@H:11]1[O:12][C:13]1[CH:18]=[C:17]([CH:19]([OH:20])[CH3:63])[CH:16]=[CH:15][C:14]=1[CH2:21][C:22]1[CH:23]=[CH:24][C:25]([O:28][CH3:29])=[CH:26][CH:27]=1)(=[O:8])[C:2]1[CH:3]=[CH:4][CH:5]=[CH:6][CH:7]=1. (5) Given the reactants [F:1][C:2]([F:18])([F:17])[C:3]1[N:8]=[CH:7][C:6]([C:9]2[CH:14]=[C:13]([CH2:15][NH2:16])[CH:12]=[CH:11][N:10]=2)=[CH:5][N:4]=1.[F:19][C:20]1[CH:25]=[CH:24][C:23]([S:26]([N:29]([CH2:33][C:34](O)=[O:35])[CH:30]([CH3:32])[CH3:31])(=[O:28])=[O:27])=[CH:22][CH:21]=1.CN(C(ON1N=NC2C=CC=NC1=2)=[N+](C)C)C.F[P-](F)(F)(F)(F)F.C(N(CC)C(C)C)(C)C.OS([O-])(=O)=O.[K+], predict the reaction product. The product is: [F:19][C:20]1[CH:21]=[CH:22][C:23]([S:26]([N:29]([CH:30]([CH3:32])[CH3:31])[CH2:33][C:34]([NH:16][CH2:15][C:13]2[CH:12]=[CH:11][N:10]=[C:9]([C:6]3[CH:5]=[N:4][C:3]([C:2]([F:1])([F:17])[F:18])=[N:8][CH:7]=3)[CH:14]=2)=[O:35])(=[O:27])=[O:28])=[CH:24][CH:25]=1.